From a dataset of Full USPTO retrosynthesis dataset with 1.9M reactions from patents (1976-2016). Predict the reactants needed to synthesize the given product. (1) Given the product [CH3:1][O:2][C:3](=[O:21])[C:4]([NH:7][C:8]([C:10]1[CH:19]=[CH:18][C:17]2[C:12](=[CH:13][CH:14]=[CH:15][CH:16]=2)[C:11]=1/[CH:30]=[CH:29]/[C:26]1[CH:27]=[CH:28][C:23]([Cl:22])=[CH:24][CH:25]=1)=[O:9])([CH3:6])[CH3:5], predict the reactants needed to synthesize it. The reactants are: [CH3:1][O:2][C:3](=[O:21])[C:4]([NH:7][C:8]([C:10]1[CH:19]=[CH:18][C:17]2[C:12](=[CH:13][CH:14]=[CH:15][CH:16]=2)[C:11]=1Br)=[O:9])([CH3:6])[CH3:5].[Cl:22][C:23]1[CH:28]=[CH:27][C:26](/[CH:29]=[CH:30]/B(O)O)=[CH:25][CH:24]=1.[F-].[Cs+]. (2) Given the product [C:41]1([S:38]([NH2:37])(=[O:40])=[O:39])[CH:46]=[CH:45][CH:44]=[CH:43][CH:42]=1, predict the reactants needed to synthesize it. The reactants are: C(N1C[C@@H](C2C=CC(Cl)=CC=2)[C@H](CO)C1)C1C=CC=CC=1.C[Si]([N-][Si](C)(C)C)(C)C.[Li+].COC1C=C(OC)C=CC=1C[N:37](C1SN=CN=1)[S:38]([C:41]1[CH:46]=[C:45](F)[C:44](F)=[CH:43][C:42]=1F)(=[O:40])=[O:39].[Cl-].[NH4+]. (3) Given the product [CH3:1][N:2]1[CH:6]=[C:5]([C:7]2[CH:16]=[CH:15][C:14]3[C:9](=[CH:10][CH:11]=[CH:12][CH:13]=3)[CH:8]=2)[N:4]=[C:3]1[NH:17][C:18]([C:19]1[CH:33]=[CH:34][CH:35]=[CH:27][C:28]=1[C:29]([OH:31])=[O:30])=[O:20], predict the reactants needed to synthesize it. The reactants are: [CH3:1][N:2]1[CH:6]=[C:5]([C:7]2[CH:16]=[CH:15][C:14]3[C:9](=[CH:10][CH:11]=[CH:12][CH:13]=3)[CH:8]=2)[N:4]=[C:3]1[NH:17][C:18](=[O:20])[CH3:19].S(=O)(=O)(O)O.C1(=O)[O:31][C:29](=[O:30])[C:28]2=C[CH:33]=[CH:34][CH:35]=[C:27]12. (4) Given the product [Br:1][C:2]1[CH:3]=[CH:4][C:5]([O:8][C:12]2[N:16]([CH2:17][O:18][CH2:19][CH2:20][Si:21]([CH3:23])([CH3:24])[CH3:22])[C:15]3[CH:25]=[CH:26][CH:27]=[CH:28][C:14]=3[N:13]=2)=[N:6][CH:7]=1.[Br:1][C:2]1[CH:3]=[CH:4][C:5](=[O:8])[N:6]([C:12]2[N:16]([CH2:17][O:18][CH2:19][CH2:20][Si:21]([CH3:23])([CH3:24])[CH3:22])[C:15]3[CH:25]=[CH:26][CH:27]=[CH:28][C:14]=3[N:13]=2)[CH:7]=1, predict the reactants needed to synthesize it. The reactants are: [Br:1][C:2]1[CH:3]=[CH:4][C:5]([OH:8])=[N:6][CH:7]=1.[H-].[Na+].Cl[C:12]1[N:16]([CH2:17][O:18][CH2:19][CH2:20][Si:21]([CH3:24])([CH3:23])[CH3:22])[C:15]2[CH:25]=[CH:26][CH:27]=[CH:28][C:14]=2[N:13]=1.O. (5) Given the product [CH2:1]([N:5]1[C:11]2[CH:12]=[CH:13][C:14]([C:16]3[CH:17]=[CH:18][C:19]([O:22][CH2:23][CH2:24][O:25][CH2:26][CH2:27][CH3:28])=[CH:20][CH:21]=3)=[CH:15][C:10]=2[CH:9]=[C:8]([C:29]([NH:31][C:32]2[CH:37]=[CH:36][C:35]([S:38]([CH2:39][C:40]3[N:44]([CH2:45][CH2:46][CH3:47])[CH:43]=[N:42][CH:41]=3)=[O:56])=[CH:34][CH:33]=2)=[O:30])[CH2:7][CH2:6]1)[CH:2]([CH3:4])[CH3:3], predict the reactants needed to synthesize it. The reactants are: [CH2:1]([N:5]1[C:11]2[CH:12]=[CH:13][C:14]([C:16]3[CH:21]=[CH:20][C:19]([O:22][CH2:23][CH2:24][O:25][CH2:26][CH2:27][CH3:28])=[CH:18][CH:17]=3)=[CH:15][C:10]=2[CH:9]=[C:8]([C:29]([NH:31][C:32]2[CH:37]=[CH:36][C:35]([S:38][CH2:39][C:40]3[N:44]([CH2:45][CH2:46][CH3:47])[CH:43]=[N:42][CH:41]=3)=[CH:34][CH:33]=2)=[O:30])[CH2:7][CH2:6]1)[CH:2]([CH3:4])[CH3:3].ClC1C=CC=C(C(OO)=[O:56])C=1.CSC.O.